From a dataset of Full USPTO retrosynthesis dataset with 1.9M reactions from patents (1976-2016). Predict the reactants needed to synthesize the given product. Given the product [N+:1]([C:4]1[CH:5]=[C:6]([CH:7]=[C:8]([C:10]([F:11])([F:12])[F:13])[CH:9]=1)[O:14][CH:16]1[CH2:17][N:18]([C:20]([O:22][C:23]([CH3:26])([CH3:25])[CH3:24])=[O:21])[CH2:19]1)([O-:3])=[O:2], predict the reactants needed to synthesize it. The reactants are: [N+:1]([C:4]1[CH:5]=[C:6]([OH:14])[CH:7]=[C:8]([C:10]([F:13])([F:12])[F:11])[CH:9]=1)([O-:3])=[O:2].O[CH:16]1[CH2:19][N:18]([C:20]([O:22][C:23]([CH3:26])([CH3:25])[CH3:24])=[O:21])[CH2:17]1.C1C=CC(P(C2C=CC=CC=2)C2C=CC=CC=2)=CC=1.N(C(OCC)=O)=NC(OCC)=O.C([O-])(O)=O.[Na+].